Dataset: Reaction yield outcomes from USPTO patents with 853,638 reactions. Task: Predict the reaction yield, written as a fraction of the theoretical maximum amount of product (1.0 means a 100% yield; for example, 0.34 means a 34% yield). (1) The reactants are [CH:1]1([CH2:4][P:5](Cl)(Cl)=[O:6])[CH2:3][CH2:2]1.[CH:9]([Mg]Br)=[CH2:10].[Cl-].[NH4+].[CH2:15]1COC[CH2:16]1. No catalyst specified. The product is [CH:1]1([CH2:4][P:5](=[O:6])([CH:9]=[CH2:10])[CH:15]=[CH2:16])[CH2:3][CH2:2]1. The yield is 0.470. (2) The reactants are [Cl:1][C:2]1[S:6][C:5]([CH2:7][OH:8])=[CH:4][C:3]=1[C:9]1([C:13]2[CH:18]=[CH:17][CH:16]=[C:15]([Cl:19])[CH:14]=2)[CH2:12][CH2:11][O:10]1. The catalyst is C(Cl)Cl.O=[Mn]=O. The product is [Cl:1][C:2]1[S:6][C:5]([CH:7]=[O:8])=[CH:4][C:3]=1[C:9]1([C:13]2[CH:18]=[CH:17][CH:16]=[C:15]([Cl:19])[CH:14]=2)[CH2:12][CH2:11][O:10]1. The yield is 0.920. (3) The reactants are F[C:2]1[CH:7]=[CH:6][C:5]([N+:8]([O-:10])=[O:9])=[C:4]([F:11])[C:3]=1[CH3:12].[CH2:13]([OH:20])[C:14]1[CH:19]=[CH:18][CH:17]=[CH:16][CH:15]=1.C([O-])([O-])=O.[K+].[K+].O. The catalyst is CN(C=O)C. The product is [CH2:13]([O:20][C:2]1[CH:7]=[CH:6][C:5]([N+:8]([O-:10])=[O:9])=[C:4]([F:11])[C:3]=1[CH3:12])[C:14]1[CH:19]=[CH:18][CH:17]=[CH:16][CH:15]=1. The yield is 0.330.